From a dataset of Full USPTO retrosynthesis dataset with 1.9M reactions from patents (1976-2016). Predict the reactants needed to synthesize the given product. (1) Given the product [ClH:25].[ClH:25].[F:1][C:2]1[CH:3]=[C:4]([NH:24][C:51]([NH:53][C:54](=[O:62])[CH2:55][C:56]2[CH:57]=[CH:58][CH:59]=[CH:60][CH:61]=2)=[O:52])[CH:5]=[CH:6][C:7]=1[O:8][C:9]1[CH:14]=[CH:13][N:12]=[C:11]2[CH:15]=[C:16]([C:18]3[N:19]=[CH:20][N:21]([CH3:23])[CH:22]=3)[S:17][C:10]=12, predict the reactants needed to synthesize it. The reactants are: [F:1][C:2]1[CH:3]=[C:4]([NH2:24])[CH:5]=[CH:6][C:7]=1[O:8][C:9]1[CH:14]=[CH:13][N:12]=[C:11]2[CH:15]=[C:16]([C:18]3[N:19]=[CH:20][N:21]([CH3:23])[CH:22]=3)[S:17][C:10]=12.[ClH:25].FC1C=C(N[C:51]([NH:53][C:54](=[O:62])[CH2:55][C:56]2[CH:61]=[CH:60][CH:59]=[CH:58][CH:57]=2)=[O:52])C=CC=1OC1C=CN=C2C=C(C(N3CCCC3)=O)SC=12. (2) Given the product [CH2:1]([N:3]1[C:7]([CH:24]=[O:25])=[N:6][CH:5]=[N:4]1)[CH3:2], predict the reactants needed to synthesize it. The reactants are: [CH2:1]([N:3]1[CH:7]=[N:6][CH:5]=[N:4]1)[CH3:2].CN(C)CCN(C)C.C([Li])CCC.CN([CH:24]=[O:25])C.C(=O)(O)[O-].[Na+].